Predict which catalyst facilitates the given reaction. From a dataset of Catalyst prediction with 721,799 reactions and 888 catalyst types from USPTO. (1) Reactant: C(OC(=O)[NH:7][CH:8]1[CH2:12][CH2:11][N:10]([CH2:13][C:14]2[CH:19]=[CH:18][C:17]([F:20])=[CH:16][CH:15]=2)[CH2:9]1)(C)(C)C.[ClH:22]. Product: [ClH:22].[ClH:22].[F:20][C:17]1[CH:16]=[CH:15][C:14]([CH2:13][N:10]2[CH2:11][CH2:12][C@@H:8]([NH2:7])[CH2:9]2)=[CH:19][CH:18]=1. The catalyst class is: 191. (2) The catalyst class is: 235. Product: [Cl:14][C:15]1[CH:20]=[CH:19][C:18]([C:2]2[N:10]=[C:9]3[C:5]([N:6]([CH3:11])[CH:7]=[N:8]3)=[C:4]([O:12][CH3:13])[N:3]=2)=[C:17]([F:30])[C:16]=1[O:31][CH3:32]. Reactant: Cl[C:2]1[N:10]=[C:9]2[C:5]([N:6]([CH3:11])[CH:7]=[N:8]2)=[C:4]([O:12][CH3:13])[N:3]=1.[Cl:14][C:15]1[CH:20]=[CH:19][C:18](B2OC(C)(C)C(C)(C)O2)=[C:17]([F:30])[C:16]=1[O:31][CH3:32].[F-].[Cs+].